Dataset: Reaction yield outcomes from USPTO patents with 853,638 reactions. Task: Predict the reaction yield, written as a fraction of the theoretical maximum amount of product (1.0 means a 100% yield; for example, 0.34 means a 34% yield). (1) The product is [Cl:19][C:16]1[CH:17]=[CH:18][C:11]2[CH2:10][CH2:9][NH:8][CH2:14][CH2:13][C:12]=2[C:15]=1[CH2:20][S:21][C:22]1[S:23][C:24]([NH:27][CH2:28][CH:29]2[CH2:31][CH2:30]2)=[N:25][N:26]=1. The reactants are C(OC([N:8]1[CH2:14][CH2:13][C:12]2[C:15]([CH2:20][S:21][C:22]3[S:23][C:24]([NH:27][CH2:28][CH:29]4[CH2:31][CH2:30]4)=[N:25][N:26]=3)=[C:16]([Cl:19])[CH:17]=[CH:18][C:11]=2[CH2:10][CH2:9]1)=O)(C)(C)C.FC(F)(F)C(O)=O. The catalyst is C(Cl)Cl. The yield is 0.780. (2) The reactants are [CH2:1]([C:5]1[C:14]([CH2:15][NH:16][C:17](=[O:23])[O:18][C:19]([CH3:22])([CH3:21])[CH3:20])=[C:13]([C:24]2[CH:29]=[CH:28][C:27]([CH3:30])=[CH:26][CH:25]=2)[C:12]2[C:7](=[CH:8][CH:9]=[C:10]([C:31]3[N:32]=[N:33][NH:34][N:35]=3)[CH:11]=2)[N:6]=1)[CH:2]([CH3:4])[CH3:3].Cl[CH2:37][C:38]([NH2:40])=[O:39].C(=O)([O-])[O-].[K+].[K+]. The catalyst is CN(C)C=O. The product is [NH2:40][C:38](=[O:39])[CH2:37][N:33]1[N:34]=[N:35][C:31]([C:10]2[CH:11]=[C:12]3[C:7](=[CH:8][CH:9]=2)[N:6]=[C:5]([CH2:1][CH:2]([CH3:4])[CH3:3])[C:14]([CH2:15][NH:16][C:17](=[O:23])[O:18][C:19]([CH3:21])([CH3:22])[CH3:20])=[C:13]3[C:24]2[CH:25]=[CH:26][C:27]([CH3:30])=[CH:28][CH:29]=2)=[N:32]1. The yield is 0.690.